Dataset: Reaction yield outcomes from USPTO patents with 853,638 reactions. Task: Predict the reaction yield, written as a fraction of the theoretical maximum amount of product (1.0 means a 100% yield; for example, 0.34 means a 34% yield). (1) The yield is 0.320. The product is [C:1]([O:5][C:6]([N:8]1[CH2:9][CH2:10][CH:11]([N:14]([CH2:23][C:24]2[CH:29]=[CH:28][CH:27]=[C:26]([C:30]#[N:31])[CH:25]=2)[C:15]2[CH:16]=[CH:17][C:18]([S:34]([CH3:38])(=[O:36])=[O:33])=[CH:19][CH:20]=2)[CH2:12][CH2:13]1)=[O:7])([CH3:2])([CH3:3])[CH3:4].[C:1]([O:5][C:6]([N:8]1[CH2:9][CH2:10][CH:11]([N:14]([CH2:23][C:24]2[CH:29]=[CH:28][CH:27]=[C:26]([C:30]#[N:31])[CH:25]=2)[C:15]2[CH:20]=[CH:19][C:18]([S:21]([CH3:22])=[O:32])=[CH:17][CH:16]=2)[CH2:12][CH2:13]1)=[O:7])([CH3:4])([CH3:2])[CH3:3]. No catalyst specified. The reactants are [C:1]([O:5][C:6]([N:8]1[CH2:13][CH2:12][CH:11]([N:14]([CH2:23][C:24]2[CH:29]=[CH:28][CH:27]=[C:26]([C:30]#[N:31])[CH:25]=2)[C:15]2[CH:20]=[CH:19][C:18]([S:21][CH3:22])=[CH:17][CH:16]=2)[CH2:10][CH2:9]1)=[O:7])([CH3:4])([CH3:3])[CH3:2].[OH:32][O:33][S:34]([O-:36])=O.[K+].[CH3:38]O. (2) The reactants are [Br:1][C:2]1[CH:7]=[CH:6][C:5](/[CH:8]=[C:9](\[CH2:14][NH:15]S(C2C=CC(C)=CC=2)(=O)=O)/[C:10]([O:12][CH3:13])=[O:11])=[CH:4][CH:3]=1.C(OI(OC(=O)C)C1C=CC=CC=1)(=O)C.II.C([O-])([O-])=O.[K+].[K+]. The catalyst is ClCCCl.CCOC(C)=O. The product is [Br:1][C:2]1[CH:7]=[C:6]2[C:5]([CH:8]=[C:9]([C:10]([O:12][CH3:13])=[O:11])[CH:14]=[N:15]2)=[CH:4][CH:3]=1. The yield is 0.160. (3) The reactants are C(=O)([O-])[O-].[K+].[K+].Cl.[NH2:8][OH:9].[N+:10]([C:13]1[CH:20]=[CH:19][C:16]([C:17]#[N:18])=[CH:15][CH:14]=1)([O-:12])=[O:11]. The catalyst is CCOC(C)=O. The product is [OH:9][N:8]=[C:17]([NH2:18])[C:16]1[CH:15]=[CH:14][C:13]([N+:10]([O-:12])=[O:11])=[CH:20][CH:19]=1. The yield is 0.869. (4) The reactants are [Cl:1][C:2]1[CH:7]=[CH:6][C:5](B(O)O)=[CH:4][CH:3]=1.[O-]P([O-])([O-])=O.[K+].[K+].[K+].Br[C:20]1[C:21](=[O:38])[O:22]/[C:23](=[CH:27]\[C:28]2[C:37]3[C:32](=[CH:33][CH:34]=[CH:35][CH:36]=3)[CH:31]=[CH:30][CH:29]=2)/[C:24]=1[O:25][CH3:26].O1CCOCC1.C1COCC1. The yield is 0.690. The catalyst is O.C1C=CC([P]([Pd]([P](C2C=CC=CC=2)(C2C=CC=CC=2)C2C=CC=CC=2)([P](C2C=CC=CC=2)(C2C=CC=CC=2)C2C=CC=CC=2)[P](C2C=CC=CC=2)(C2C=CC=CC=2)C2C=CC=CC=2)(C2C=CC=CC=2)C2C=CC=CC=2)=CC=1. The product is [Cl:1][C:2]1[CH:7]=[CH:6][C:5]([C:20]2[C:21](=[O:38])[O:22]/[C:23](=[CH:27]\[C:28]3[C:37]4[C:32](=[CH:33][CH:34]=[CH:35][CH:36]=4)[CH:31]=[CH:30][CH:29]=3)/[C:24]=2[O:25][CH3:26])=[CH:4][CH:3]=1. (5) The reactants are [CH3:1][N:2]([CH3:28])[CH2:3][CH2:4][NH:5][C:6]([C:8]1[C:21]2[C:12](=[N:13][C:14]3[C:19]([N:20]=2)=[C:18]2[CH:22]=[CH:23][N:24]=[C:25]([O:26]C)[C:17]2=[CH:16][CH:15]=3)[CH:11]=[CH:10][CH:9]=1)=[O:7].Br.C([O-])(O)=O.[Na+]. The catalyst is CC(O)=O. The product is [CH3:1][N:2]([CH3:28])[CH2:3][CH2:4][NH:5][C:6]([C:8]1[C:21]2[C:12](=[N:13][C:14]3[C:19]([N:20]=2)=[C:18]2[CH:22]=[CH:23][N:24]=[C:25]([OH:26])[C:17]2=[CH:16][CH:15]=3)[CH:11]=[CH:10][CH:9]=1)=[O:7]. The yield is 0.330. (6) The reactants are C([O:4][CH2:5][C:6]1[C:7]([N:37]2[CH2:49][CH2:48][N:40]3[C:41]4[CH2:42][CH2:43][CH2:44][CH2:45][C:46]=4[CH:47]=[C:39]3[C:38]2=[O:50])=[N:8][CH:9]=[CH:10][C:11]=1[C:12]1[CH:17]=[C:16]([NH:18][C:19]2[CH:24]=[CH:23][C:22]([C:25]([N:27]3[C@@H:32]([CH3:33])[CH2:31][O:30][CH2:29][C@H:28]3[CH3:34])=[O:26])=[CH:21][N:20]=2)[C:15](=[O:35])[N:14]([CH3:36])[CH:13]=1)(=O)C.[OH-].[Li+].O. The catalyst is C1COCC1.C(O)(C)C.O. The product is [CH3:34][C@H:28]1[CH2:29][O:30][CH2:31][C@@H:32]([CH3:33])[N:27]1[C:25]([C:22]1[CH:23]=[CH:24][C:19]([NH:18][C:16]2[C:15](=[O:35])[N:14]([CH3:36])[CH:13]=[C:12]([C:11]3[CH:10]=[CH:9][N:8]=[C:7]([N:37]4[CH2:49][CH2:48][N:40]5[C:41]6[CH2:42][CH2:43][CH2:44][CH2:45][C:46]=6[CH:47]=[C:39]5[C:38]4=[O:50])[C:6]=3[CH2:5][OH:4])[CH:17]=2)=[N:20][CH:21]=1)=[O:26]. The yield is 0.400.